This data is from Full USPTO retrosynthesis dataset with 1.9M reactions from patents (1976-2016). The task is: Predict the reactants needed to synthesize the given product. (1) Given the product [CH3:22][S:19]([C:16]1[CH:17]=[CH:18][C:13]([CH2:12][N:6]2[CH:7]=[CH:8][C:4]([N+:1]([O-:3])=[O:2])=[N:5]2)=[CH:14][CH:15]=1)(=[O:20])=[O:21], predict the reactants needed to synthesize it. The reactants are: [N+:1]([C:4]1[CH:8]=[CH:7][NH:6][N:5]=1)([O-:3])=[O:2].[H-].[Na+].Br[CH2:12][C:13]1[CH:18]=[CH:17][C:16]([S:19]([CH3:22])(=[O:21])=[O:20])=[CH:15][CH:14]=1. (2) Given the product [O:45]=[C:39]([N:5]1[CH2:6][CH2:7][N:2]([C:8]2[CH:13]=[CH:12][C:11]([NH:14][C:15]([C:17]3[N:18]=[C:19]([C:26]4[CH:31]=[CH:30][CH:29]=[CH:28][CH:27]=4)[O:20][C:21]=3[C:22]([F:23])([F:25])[F:24])=[O:16])=[CH:10][CH:9]=2)[CH2:3][CH2:4]1)[CH2:40][CH2:41][C:42]([OH:44])=[O:43], predict the reactants needed to synthesize it. The reactants are: Cl.[N:2]1([C:8]2[CH:13]=[CH:12][C:11]([NH:14][C:15]([C:17]3[N:18]=[C:19]([C:26]4[CH:31]=[CH:30][CH:29]=[CH:28][CH:27]=4)[O:20][C:21]=3[C:22]([F:25])([F:24])[F:23])=[O:16])=[CH:10][CH:9]=2)[CH2:7][CH2:6][NH:5][CH2:4][CH2:3]1.C(N(CC)CC)C.[C:39]1(=[O:45])[O:44][C:42](=[O:43])[CH2:41][CH2:40]1. (3) Given the product [F:1][C:2]1[CH:3]=[CH:4][C:5]([N:8]2[CH:12]=[C:11]([CH2:13][OH:14])[N:10]=[CH:9]2)=[CH:6][CH:7]=1, predict the reactants needed to synthesize it. The reactants are: [F:1][C:2]1[CH:7]=[CH:6][C:5]([N:8]2[CH:12]=[C:11]([C:13](O)=[O:14])[N:10]=[CH:9]2)=[CH:4][CH:3]=1.CO. (4) Given the product [CH2:5]1[C:13]2[C:8](=[CH:9][CH:10]=[CH:11][CH:12]=2)[CH2:7][N:6]1[CH2:14][CH:15]([CH:17]1[CH2:22][CH2:21][C:20]([N:2]([CH3:3])[CH3:1])([C:24]#[N:25])[CH2:19][CH2:18]1)[OH:16], predict the reactants needed to synthesize it. The reactants are: [CH3:1][NH:2][CH3:3].Cl.[CH2:5]1[C:13]2[C:8](=[CH:9][CH:10]=[CH:11][CH:12]=2)[CH2:7][N:6]1[CH2:14][CH:15]([CH:17]1[CH2:22][CH2:21][C:20](=O)[CH2:19][CH2:18]1)[OH:16].[C-:24]#[N:25].[K+]. (5) Given the product [CH:22]([N:21]([CH:25]([CH3:26])[CH3:27])[CH2:20][CH2:19][C@@H:18]([C:13]1[CH:12]=[C:11]([CH2:10][CH2:9][O:8][C:7]2[CH:6]=[CH:5][C:4]([CH2:3][CH2:2][NH:1][C:40](=[O:41])[C:39]3[CH:43]=[CH:44][C:45]([OH:46])=[C:37]([F:36])[CH:38]=3)=[CH:35][CH:34]=2)[CH:16]=[CH:15][C:14]=1[OH:17])[C:28]1[CH:29]=[CH:30][CH:31]=[CH:32][CH:33]=1)([CH3:24])[CH3:23], predict the reactants needed to synthesize it. The reactants are: [NH2:1][CH2:2][CH2:3][C:4]1[CH:35]=[CH:34][C:7]([O:8][CH2:9][CH2:10][C:11]2[CH:16]=[CH:15][C:14]([OH:17])=[C:13]([C@@H:18]([C:28]3[CH:33]=[CH:32][CH:31]=[CH:30][CH:29]=3)[CH2:19][CH2:20][N:21]([CH:25]([CH3:27])[CH3:26])[CH:22]([CH3:24])[CH3:23])[CH:12]=2)=[CH:6][CH:5]=1.[F:36][C:37]1[CH:38]=[C:39]([CH:43]=[CH:44][C:45]=1[OH:46])[C:40](O)=[O:41].